This data is from Full USPTO retrosynthesis dataset with 1.9M reactions from patents (1976-2016). The task is: Predict the reactants needed to synthesize the given product. (1) Given the product [Cl:1][C:2]1[CH:25]=[CH:24][C:5]([CH2:6][N:7]2[CH:11]=[N:10][N:9]=[C:8]2[C@H:12]2[CH2:16][CH2:15][CH2:14][NH:13]2)=[CH:4][CH:3]=1, predict the reactants needed to synthesize it. The reactants are: [Cl:1][C:2]1[CH:25]=[CH:24][C:5]([CH2:6][N:7]2[CH:11]=[N:10][N:9]=[C:8]2[C@H:12]2[CH2:16][CH2:15][CH2:14][N:13]2C(OC(C)(C)C)=O)=[CH:4][CH:3]=1. (2) Given the product [OH:8][CH2:9][CH2:10][C:11]1[CH:12]=[N:13][N:14]([C:16]2[CH:21]=[C:20]([C:22]#[N:23])[CH:19]=[CH:18][N:17]=2)[CH:15]=1, predict the reactants needed to synthesize it. The reactants are: [Si]([O:8][CH2:9][CH2:10][C:11]1[CH:12]=[N:13][N:14]([C:16]2[CH:21]=[C:20]([C:22]#[N:23])[CH:19]=[CH:18][N:17]=2)[CH:15]=1)(C(C)(C)C)(C)C.Cl.C(OCC)(=O)C.C([O-])(O)=O.[Na+]. (3) Given the product [NH2:17][CH:18]([C:29]1[CH:34]=[CH:33][CH:32]=[CH:31][CH:30]=1)[C:19]([NH:21][C:22]1[CH:27]=[CH:26][CH:25]=[CH:24][C:23]=1[CH3:28])=[O:20], predict the reactants needed to synthesize it. The reactants are: COC(C1C=CC(N=C=S)=CC=1)=O.C(O)=O.[NH2:17][CH:18]([C:29]1[CH:34]=[CH:33][CH:32]=[CH:31][CH:30]=1)[C:19]([NH:21][C:22]1[CH:27]=[CH:26][CH:25]=[CH:24][C:23]=1[CH3:28])=[O:20].C(N(CC)CC)C. (4) Given the product [C:25]([O:14][C@H:12]1[CH2:11][CH2:10][N:9]([C:15]([O:17][CH2:18][C:19]2[CH:20]=[CH:21][CH:22]=[CH:23][CH:24]=2)=[O:16])[C@H:8]([C:5]2[CH:6]=[N:7][C:2]([Cl:1])=[CH:3][CH:4]=2)[CH2:13]1)(=[O:32])[C:26]1[CH:31]=[CH:30][CH:29]=[CH:28][CH:27]=1, predict the reactants needed to synthesize it. The reactants are: [Cl:1][C:2]1[N:7]=[CH:6][C:5]([C@@H:8]2[CH2:13][C@H:12]([OH:14])[CH2:11][CH2:10][N:9]2[C:15]([O:17][CH2:18][C:19]2[CH:24]=[CH:23][CH:22]=[CH:21][CH:20]=2)=[O:16])=[CH:4][CH:3]=1.[C:25](O)(=[O:32])[C:26]1[CH:31]=[CH:30][CH:29]=[CH:28][CH:27]=1.C1C=CC(P(C2C=CC=CC=2)C2C=CC=CC=2)=CC=1.CCOC(/N=N/C(OCC)=O)=O. (5) Given the product [OH:14][C:9]1[C:10]([CH3:13])=[CH:11][C:12]2[C:3]([CH2:4][C:5]([OH:15])=[O:17])=[CH:2][O:6][C:7]=2[CH:8]=1, predict the reactants needed to synthesize it. The reactants are: Cl[CH2:2][C:3]1[C:12]2[C:7](=[CH:8][C:9]([OH:14])=[C:10]([CH3:13])[CH:11]=2)[O:6][C:5](=[O:15])[CH:4]=1.S(=O)(=O)(O)[OH:17]. (6) Given the product [CH3:22][O:21][C:18]1[CH:19]=[CH:20][C:15]([CH:2]([C:3]([O:5][CH2:6][CH3:7])=[O:4])[C:1]([O:9][CH2:10][CH3:11])=[O:8])=[C:16]([N+:23]([O-:25])=[O:24])[CH:17]=1, predict the reactants needed to synthesize it. The reactants are: [C:1]([O:9][CH2:10][CH3:11])(=[O:8])[CH2:2][C:3]([O:5][CH2:6][CH3:7])=[O:4].[H-].[Na+].Cl[C:15]1[CH:20]=[CH:19][C:18]([O:21][CH3:22])=[CH:17][C:16]=1[N+:23]([O-:25])=[O:24].[NH4+].[Cl-]. (7) Given the product [N:21]([C@@H:9]1[C@H:5]2[O:4][CH2:3][C@@H:2]([OH:1])[C@H:6]2[O:7][CH2:8]1)=[N+:22]=[N-:23], predict the reactants needed to synthesize it. The reactants are: [OH:1][C@H:2]1[C@H:6]2[O:7][CH2:8][C@@H:9](OS(C3C=CC(C)=CC=3)(=O)=O)[C@H:5]2[O:4][CH2:3]1.[N-:21]=[N+:22]=[N-:23].[Na+].